This data is from Catalyst prediction with 721,799 reactions and 888 catalyst types from USPTO. The task is: Predict which catalyst facilitates the given reaction. (1) Reactant: [Cl:1][C:2]1[CH:9]=[CH:8][C:5]([CH2:6][OH:7])=[CH:4][CH:3]=1.ClC(Cl)(O[C:14](=[O:20])OC(Cl)(Cl)Cl)Cl.C([N:24](C(C)C)C(C)C)C.C(=O)([O-])[O-].[Na+].[Na+].[C:37]1([CH3:43])[CH:42]=CC=C[CH:38]=1. Product: [CH3:43][C:37](=[CH2:38])[CH2:42][NH:24][C:14](=[O:20])[O:7][CH2:6][C:5]1[CH:8]=[CH:9][C:2]([Cl:1])=[CH:3][CH:4]=1. The catalyst class is: 6. (2) Reactant: [C:1]([N:4]1[CH2:9][CH2:8][CH:7]([NH:10][C:11](=[O:20])[C:12]2[CH:17]=[C:16]([F:18])[CH:15]=[N:14][C:13]=2Cl)[CH2:6][CH2:5]1)(=[O:3])[CH3:2].[CH3:21][S:22][C:23]1[CH:24]=[C:25](O)[CH:26]=[CH:27][C:28]=1[Cl:29].C(=O)([O-])[O-:32].[Cs+].[Cs+]. Product: [C:1]([N:4]1[CH2:9][CH2:8][CH:7]([NH:10][C:11](=[O:20])[C:12]2[CH:17]=[C:16]([F:18])[CH:15]=[N:14][C:13]=2[O:32][C:26]2[CH:25]=[CH:24][C:23]([S:22][CH3:21])=[C:28]([Cl:29])[CH:27]=2)[CH2:6][CH2:5]1)(=[O:3])[CH3:2]. The catalyst class is: 9. (3) The catalyst class is: 28. Reactant: [Cl:1][C:2]1[CH:17]=[CH:16][C:5]([C:6]([NH:8][C:9]2[CH:14]=[CH:13][C:12]([CH3:15])=[CH:11][CH:10]=2)=O)=[CH:4][C:3]=1[C:18]([F:21])([F:20])[F:19].COC1C=CC(P2(SP(C3C=CC(OC)=CC=3)(=S)S2)=[S:31])=CC=1.C1(C)C=CC=CC=1. Product: [Cl:1][C:2]1[CH:17]=[CH:16][C:5]([C:6]([NH:8][C:9]2[CH:14]=[CH:13][C:12]([CH3:15])=[CH:11][CH:10]=2)=[S:31])=[CH:4][C:3]=1[C:18]([F:21])([F:20])[F:19]. (4) Reactant: C[O:2][C:3](=O)[CH2:4][CH2:5][CH2:6][O:7][C:8]1[CH:13]=[CH:12][C:11]([C:14]([N:16]2[C:25]3[C:20](=[CH:21][CH:22]=[CH:23][CH:24]=3)[C@H:19]([N:26]([C:34](=[O:36])[CH3:35])[C:27]3[CH:32]=[CH:31][C:30]([Cl:33])=[CH:29][CH:28]=3)[CH2:18][C@@H:17]2[CH3:37])=[O:15])=[CH:10][CH:9]=1.[C:39](=[N:42]O)([NH2:41])[CH3:40].[H-].[Na+].COC(=O)CCCOC1C=CC=CC=1C(N1C2C(=CC=CC=2)C(N(C(=O)C)C2C=CC(Cl)=CC=2)CC1C)=O. Product: [Cl:33][C:30]1[CH:29]=[CH:28][C:27]([N:26]([C@H:19]2[C:20]3[C:25](=[CH:24][CH:23]=[CH:22][CH:21]=3)[N:16]([C:14](=[O:15])[C:11]3[CH:10]=[CH:9][C:8]([O:7][CH2:6][CH2:5][CH2:4][C:3]4[O:2][N:42]=[C:39]([CH3:40])[N:41]=4)=[CH:13][CH:12]=3)[C@@H:17]([CH3:37])[CH2:18]2)[C:34](=[O:36])[CH3:35])=[CH:32][CH:31]=1. The catalyst class is: 1. (5) The catalyst class is: 8. Product: [N:1]1([C:10]2[S:11][C:12](/[CH:18]=[CH:19]/[C:20]([OH:22])=[O:21])=[C:13]([CH:15]([CH3:17])[CH3:16])[N:14]=2)[C:5]2[CH:6]=[CH:7][CH:8]=[CH:9][C:4]=2[N:3]=[CH:2]1. Reactant: [N:1]1([C:10]2[S:11][C:12](/[CH:18]=[CH:19]/[C:20]([O:22]CC)=[O:21])=[C:13]([CH:15]([CH3:17])[CH3:16])[N:14]=2)[C:5]2[CH:6]=[CH:7][CH:8]=[CH:9][C:4]=2[N:3]=[CH:2]1.[OH-].[Na+].O1CCCC1.Cl.